Dataset: Peptide-MHC class II binding affinity with 134,281 pairs from IEDB. Task: Regression. Given a peptide amino acid sequence and an MHC pseudo amino acid sequence, predict their binding affinity value. This is MHC class II binding data. (1) The peptide sequence is TVLAFPAGVCPTIGV. The MHC is DRB1_1101 with pseudo-sequence DRB1_1101. The binding affinity (normalized) is 0.399. (2) The peptide sequence is NKGILVTVNPIASTN. The MHC is DRB1_0101 with pseudo-sequence DRB1_0101. The binding affinity (normalized) is 0.493. (3) The peptide sequence is SKISGEWYSIFLASD. The MHC is HLA-DQA10301-DQB10302 with pseudo-sequence HLA-DQA10301-DQB10302. The binding affinity (normalized) is 0.607. (4) The peptide sequence is MGTVTTEVALGLVCA. The MHC is DRB1_0401 with pseudo-sequence DRB1_0401. The binding affinity (normalized) is 0.467.